Dataset: Peptide-MHC class II binding affinity with 134,281 pairs from IEDB. Task: Regression. Given a peptide amino acid sequence and an MHC pseudo amino acid sequence, predict their binding affinity value. This is MHC class II binding data. (1) The peptide sequence is NSLVYGASDSNVYDL. The MHC is DRB1_1302 with pseudo-sequence DRB1_1302. The binding affinity (normalized) is 0.117. (2) The peptide sequence is PYVSKNPRQAYANYR. The MHC is DRB1_1001 with pseudo-sequence DRB1_1001. The binding affinity (normalized) is 0.500. (3) The peptide sequence is SLGEAWTGGGSDKAL. The MHC is DRB1_0405 with pseudo-sequence DRB1_0405. The binding affinity (normalized) is 0.278. (4) The peptide sequence is EIVQFLEETFAAYDQ. The MHC is HLA-DPA10301-DPB10402 with pseudo-sequence HLA-DPA10301-DPB10402. The binding affinity (normalized) is 0.676.